From a dataset of Reaction yield outcomes from USPTO patents with 853,638 reactions. Predict the reaction yield, written as a fraction of the theoretical maximum amount of product (1.0 means a 100% yield; for example, 0.34 means a 34% yield). (1) The reactants are [F:1][C:2]1[CH:7]=[CH:6][C:5]([O:8][C:9]2[CH:14]=[CH:13][C:12]([N+:15]([O-])=O)=[CH:11][CH:10]=2)=[CH:4][C:3]=1[C:18]([F:21])([F:20])[F:19]. The catalyst is CO.[Pd]. The product is [F:1][C:2]1[CH:7]=[CH:6][C:5]([O:8][C:9]2[CH:10]=[CH:11][C:12]([NH2:15])=[CH:13][CH:14]=2)=[CH:4][C:3]=1[C:18]([F:19])([F:20])[F:21]. The yield is 0.950. (2) The yield is 0.360. The product is [Cl:23][C:24]1[CH:25]=[C:26]2[C:30](=[CH:31][CH:32]=1)[NH:29][CH:28]=[C:27]2[CH2:33][CH2:34][NH:35][C:11]([C:8]1[N:7]=[C:6]([CH2:5][C:4]2[CH:16]=[C:17]([O:20][CH3:21])[CH:18]=[CH:19][C:3]=2[O:2][CH3:1])[O:10][N:9]=1)=[O:13]. The catalyst is CO.[OH-].[Na+].O.CN(C=O)C. The reactants are [CH3:1][O:2][C:3]1[CH:19]=[CH:18][C:17]([O:20][CH3:21])=[CH:16][C:4]=1[CH2:5][C:6]1[O:10][N:9]=[C:8]([C:11]([O:13]CC)=O)[N:7]=1.Cl.[Cl:23][C:24]1[CH:25]=[C:26]2[C:30](=[CH:31][CH:32]=1)[NH:29][CH:28]=[C:27]2[CH2:33][CH2:34][NH2:35].CN(C(ON1N=NC2C=CC=NC1=2)=[N+](C)C)C.F[P-](F)(F)(F)(F)F.C(N(CC)C(C)C)(C)C. (3) The reactants are C(OC([N:11]1[CH2:19][CH2:18][C:13]2([O:17][CH2:16][CH2:15][O:14]2)[CH2:12]1)=O)C1C=CC=CC=1. The catalyst is CCO.[Pd]. The product is [O:14]1[C:13]2([CH2:18][CH2:19][NH:11][CH2:12]2)[O:17][CH2:16][CH2:15]1. The yield is 1.00. (4) The reactants are C([O:3][P:4]([CH2:9][CH2:10][N:11]([C:37](=[O:39])[CH3:38])[CH2:12][C:13]([CH3:36])=[CH:14][CH2:15][C:16]1[C:17]([O:29]CC[Si](C)(C)C)=[C:18]2[C:22](=[C:23]([CH3:27])[C:24]=1[O:25][CH3:26])[CH2:21][O:20][C:19]2=[O:28])(=[O:8])[O:5]CC)C.C[Si](Br)(C)C.N1C(C)=CC=CC=1C. The catalyst is C(#N)C. The product is [C:37]([N:11]([CH2:12][C:13]([CH3:36])=[CH:14][CH2:15][C:16]1[C:17]([OH:29])=[C:18]2[C:22](=[C:23]([CH3:27])[C:24]=1[O:25][CH3:26])[CH2:21][O:20][C:19]2=[O:28])[CH2:10][CH2:9][P:4](=[O:3])([OH:5])[OH:8])(=[O:39])[CH3:38]. The yield is 0.530. (5) The reactants are [CH3:1][N:2]([CH3:14])[C:3](=[O:13])[C:4]1[CH:9]=[CH:8][C:7]([N+:10]([O-])=O)=[CH:6][CH:5]=1. The catalyst is CO.[Pd]. The product is [NH2:10][C:7]1[CH:8]=[CH:9][C:4]([C:3]([N:2]([CH3:14])[CH3:1])=[O:13])=[CH:5][CH:6]=1. The yield is 0.930. (6) The reactants are [CH:1]([NH:4][C:5]([C:7]1[C:15]2[C:10](=[N:11][CH:12]=[C:13]([O:16][C:17]3[CH:22]=[CH:21][CH:20]=[C:19]([CH3:23])[N:18]=3)[N:14]=2)[N:9](COCC[Si](C)(C)C)[CH:8]=1)=[O:6])([CH3:3])[CH3:2].[F-].C([N+](CCCC)(CCCC)CCCC)CCC.C(N)CN. The catalyst is C1COCC1. The product is [CH:1]([NH:4][C:5]([C:7]1[C:15]2[C:10](=[N:11][CH:12]=[C:13]([O:16][C:17]3[CH:22]=[CH:21][CH:20]=[C:19]([CH3:23])[N:18]=3)[N:14]=2)[NH:9][CH:8]=1)=[O:6])([CH3:3])[CH3:2]. The yield is 0.580. (7) The reactants are [C:1]([O:5][C:6](=[O:30])[NH:7][C@@H:8]([CH2:28][NH2:29])[CH2:9][O:10][Si:11]([C:24]([CH3:27])([CH3:26])[CH3:25])([C:18]1[CH:23]=[CH:22][CH:21]=[CH:20][CH:19]=1)[C:12]1[CH:17]=[CH:16][CH:15]=[CH:14][CH:13]=1)([CH3:4])([CH3:3])[CH3:2].[CH:31]([C:33]1[CH:42]=[CH:41][C:36]([C:37]([O:39][CH3:40])=[O:38])=[CH:35][CH:34]=1)=O.[BH4-].[Na+]. The catalyst is CO.[NH4+].[Cl-]. The product is [CH3:40][O:39][C:37](=[O:38])[C:36]1[CH:41]=[CH:42][C:33]([CH2:31][NH:29][CH2:28][C@H:8]([NH:7][C:6]([O:5][C:1]([CH3:4])([CH3:2])[CH3:3])=[O:30])[CH2:9][O:10][Si:11]([C:24]([CH3:27])([CH3:26])[CH3:25])([C:18]2[CH:23]=[CH:22][CH:21]=[CH:20][CH:19]=2)[C:12]2[CH:13]=[CH:14][CH:15]=[CH:16][CH:17]=2)=[CH:34][CH:35]=1. The yield is 0.760.